Regression. Given two drug SMILES strings and cell line genomic features, predict the synergy score measuring deviation from expected non-interaction effect. From a dataset of NCI-60 drug combinations with 297,098 pairs across 59 cell lines. (1) Drug 1: C1=NC2=C(N=C(N=C2N1C3C(C(C(O3)CO)O)F)Cl)N. Drug 2: CC1C(C(CC(O1)OC2CC(CC3=C2C(=C4C(=C3O)C(=O)C5=CC=CC=C5C4=O)O)(C(=O)C)O)N)O. Cell line: M14. Synergy scores: CSS=51.9, Synergy_ZIP=-2.67, Synergy_Bliss=-4.33, Synergy_Loewe=-7.93, Synergy_HSA=-2.51. (2) Drug 1: C1=NC2=C(N=C(N=C2N1C3C(C(C(O3)CO)O)O)F)N. Drug 2: CC=C1C(=O)NC(C(=O)OC2CC(=O)NC(C(=O)NC(CSSCCC=C2)C(=O)N1)C(C)C)C(C)C. Cell line: OVCAR-4. Synergy scores: CSS=14.4, Synergy_ZIP=-4.31, Synergy_Bliss=0.870, Synergy_Loewe=-5.42, Synergy_HSA=-0.638. (3) Synergy scores: CSS=8.52, Synergy_ZIP=-1.63, Synergy_Bliss=0.359, Synergy_Loewe=-5.48, Synergy_HSA=-1.68. Cell line: HCC-2998. Drug 2: C1=NC(=NC(=O)N1C2C(C(C(O2)CO)O)O)N. Drug 1: C1CCC(CC1)NC(=O)N(CCCl)N=O.